Dataset: Catalyst prediction with 721,799 reactions and 888 catalyst types from USPTO. Task: Predict which catalyst facilitates the given reaction. (1) Reactant: [Cl:1][C:2]1[CH:3]=[C:4]([C:8](=[O:24])[CH2:9][C:10]([C:12]2[CH:17]=[CH:16][C:15]([O:18]C)=[C:14]([O:20]C)[C:13]=2OC)=[O:11])[CH:5]=[CH:6][CH:7]=1.I. Product: [Cl:1][C:2]1[CH:3]=[C:4]([C:8]2[O:24][C:13]3[C:12]([C:10](=[O:11])[CH:9]=2)=[CH:17][CH:16]=[C:15]([OH:18])[C:14]=3[OH:20])[CH:5]=[CH:6][CH:7]=1. The catalyst class is: 15. (2) Reactant: [O:1]=[C:2]1[N:14]([CH:15]2[CH2:20][CH2:19][N:18]([C:21]([NH:23][C@H:24]([CH2:28]C3C=CC4CCCCC=4C=3)[C:25](O)=[O:26])=[O:22])[CH2:17][CH2:16]2)[C:5]2[CH:6]=[N:7][C:8]3[CH:9]=[CH:10][CH:11]=[CH:12][C:13]=3[C:4]=2[NH:3]1.CN(C(ON1N=N[C:49]2[CH:50]=[CH:51][CH:52]=[CH:53][C:48]1=2)=[N+](C)C)C.[B-](F)(F)(F)F.C(N([CH:67]([CH3:69])[CH3:68])C(C)C)C.[CH3:70][N:71]1[CH2:76][CH2:75][CH:74]([N:77]2[CH2:82][CH2:81][NH:80][CH2:79][CH2:78]2)[CH2:73][CH2:72]1.[C:83]([O-])([O-])=O.[K+].[K+]. Product: [CH3:70][N:71]1[CH2:72][CH2:73][CH:74]([N:77]2[CH2:82][CH2:81][N:80]([C:25](=[O:26])[C@H:24]([NH:23][C:21]([N:18]3[CH2:19][CH2:20][CH:15]([N:14]4[C:5]5[CH:6]=[N:7][C:8]6[CH:9]=[CH:10][CH:11]=[CH:12][C:13]=6[C:4]=5[NH:3][C:2]4=[O:1])[CH2:16][CH2:17]3)=[O:22])[CH2:28][C:52]3[CH:51]=[CH:50][C:49]4[CH2:68][CH2:67][CH2:69][CH2:83][C:48]=4[CH:53]=3)[CH2:79][CH2:78]2)[CH2:75][CH2:76]1. The catalyst class is: 1. (3) Reactant: Br[CH2:2][C:3]([O:5][C:6]([CH3:9])([CH3:8])[CH3:7])=[O:4].[Br:10][C:11]1[CH:16]=[CH:15][C:14](O)=[C:13]([Cl:18])[CH:12]=1.C(=O)([O-])[O-:20].[K+].[K+]. Product: [Br:10][C:11]1[CH:12]=[C:13]([Cl:18])[CH:14]=[CH:15][C:16]=1[O:20][CH2:2][C:3]([O:5][C:6]([CH3:9])([CH3:8])[CH3:7])=[O:4]. The catalyst class is: 3. (4) Reactant: [Cl:1][C:2]1[CH:7]=[CH:6][C:5]([CH2:8][CH2:9][CH2:10]O)=[CH:4][CH:3]=1.[BrH:12]. Product: [Br:12][CH2:10][CH2:9][CH2:8][C:5]1[CH:6]=[CH:7][C:2]([Cl:1])=[CH:3][CH:4]=1. The catalyst class is: 6. (5) Reactant: [C:1]([Cl:4])(Cl)=[O:2].[O:5]1[CH2:9][CH2:8][C@@H:7]([N:10]2[CH2:14][CH2:13][NH:12][C:11]2=[O:15])[CH2:6]1.N1C=CC=CC=1. Product: [O:15]=[C:11]1[N:10]([C@@H:7]2[CH2:8][CH2:9][O:5][CH2:6]2)[CH2:14][CH2:13][N:12]1[C:1]([Cl:4])=[O:2]. The catalyst class is: 2. (6) Reactant: C([O:5][C:6](=[O:48])[C@@H:7]([NH:29][S:30]([C:33]1[CH:38]=[CH:37][CH:36]=[CH:35][C:34]=1[C:39](=[O:47])[NH:40][C:41]1[NH:42][CH2:43][CH2:44][CH2:45][N:46]=1)(=[O:32])=[O:31])[CH2:8][NH:9][C:10](=[O:28])[C:11]1[CH:16]=[CH:15][C:14]([CH2:17][CH2:18][C:19](=[O:27])[NH:20][C:21]2[NH:22][CH2:23][CH2:24][CH2:25][N:26]=2)=[CH:13][CH:12]=1)(C)(C)C.FC(F)(F)C(O)=O. Product: [NH:42]1[CH2:43][CH2:44][CH2:45][N:46]=[C:41]1[NH:40][C:39]([C:34]1[CH:35]=[CH:36][CH:37]=[CH:38][C:33]=1[S:30]([NH:29][C@@H:7]([CH2:8][NH:9][C:10](=[O:28])[C:11]1[CH:16]=[CH:15][C:14]([CH2:17][CH2:18][C:19](=[O:27])[NH:20][C:21]2[NH:26][CH2:25][CH2:24][CH2:23][N:22]=2)=[CH:13][CH:12]=1)[C:6]([OH:48])=[O:5])(=[O:32])=[O:31])=[O:47]. The catalyst class is: 4.